Predict the product of the given reaction. From a dataset of Forward reaction prediction with 1.9M reactions from USPTO patents (1976-2016). (1) Given the reactants C(=O)([O-])[O-].[K+].[K+].Cl[C:8]1[C:17]2[C:12](=[CH:13][C:14]([O:18][CH3:19])=[CH:15][CH:16]=2)[N:11]=[CH:10][CH:9]=1.[CH3:20][O:21][C:22]([C:24]1[C:32]2[C:27](=[CH:28][CH:29]=[CH:30][CH:31]=2)[NH:26][CH:25]=1)=[O:23], predict the reaction product. The product is: [CH3:20][O:21][C:22]([C:24]1[C:32]2[C:27](=[CH:28][CH:29]=[CH:30][CH:31]=2)[N:26]([C:8]2[C:17]3[C:12](=[CH:13][C:14]([O:18][CH3:19])=[CH:15][CH:16]=3)[N:11]=[CH:10][CH:9]=2)[CH:25]=1)=[O:23]. (2) Given the reactants [CH3:1][C:2]1[N:7]=[C:6]([NH:8][S:9]([C:12]2[CH:13]=[N:14][C:15](Cl)=[CH:16][CH:17]=2)(=[O:11])=[O:10])[CH:5]=[CH:4][CH:3]=1.[NH:19]1[CH2:24][CH2:23][CH2:22][CH2:21][CH2:20]1, predict the reaction product. The product is: [CH3:1][C:2]1[N:7]=[C:6]([NH:8][S:9]([C:12]2[CH:13]=[N:14][C:15]([N:19]3[CH2:24][CH2:23][CH2:22][CH2:21][CH2:20]3)=[CH:16][CH:17]=2)(=[O:11])=[O:10])[CH:5]=[CH:4][CH:3]=1. (3) Given the reactants [Cl:1][C:2]1[CH:7]=[CH:6][C:5]([S:8](Cl)(=[O:10])=[O:9])=[CH:4][C:3]=1[C:12]([F:15])([F:14])[CH3:13].[Br:16][C:17]1[C:22]([NH2:23])=[CH:21][C:20]([Cl:24])=[CH:19][N:18]=1, predict the reaction product. The product is: [Br:16][C:17]1[C:22]([NH:23][S:8]([C:5]2[CH:6]=[CH:7][C:2]([Cl:1])=[C:3]([C:12]([F:15])([F:14])[CH3:13])[CH:4]=2)(=[O:10])=[O:9])=[CH:21][C:20]([Cl:24])=[CH:19][N:18]=1.